Predict which catalyst facilitates the given reaction. From a dataset of Catalyst prediction with 721,799 reactions and 888 catalyst types from USPTO. (1) Reactant: [O:1]1[CH:5]=[CH:4][C:3]([C:6]([Cl:8])=[O:7])=[N:2]1.[NH2:9][C:10]1[C:19]2[C:14](=[CH:15][C:16]([O:22][CH3:23])=[C:17]([O:20][CH3:21])[CH:18]=2)[N:13]=[C:12]([N:24]2[CH2:29][CH2:28][NH:27][CH2:26][CH2:25]2)[N:11]=1. Product: [ClH:8].[NH2:9][C:10]1[C:19]2[C:14](=[CH:15][C:16]([O:22][CH3:23])=[C:17]([O:20][CH3:21])[CH:18]=2)[N:13]=[C:12]([N:24]2[CH2:29][CH2:28][N:27]([C:6]([C:3]3[CH:4]=[CH:5][O:1][N:2]=3)=[O:7])[CH2:26][CH2:25]2)[N:11]=1. The catalyst class is: 12. (2) Reactant: [ClH:1].CS(N1CCNCC1)(=O)=O.C(O)(=O)C.O=C1CCN(C(OC(C)(C)C)=O)CC1.[BH-](OC(C)=O)(OC(C)=O)OC(C)=O.[Na+].C([O-])([O-])=O.[Na+].[Na+].[CH3:50][S:51]([N:54]1[CH2:59][CH2:58][N:57]([CH:60]2[CH2:65][CH2:64][N:63](C(OC(C)(C)C)=O)[CH2:62][CH2:61]2)[CH2:56][CH2:55]1)(=[O:53])=[O:52].Cl. The catalyst class is: 525. Product: [ClH:1].[ClH:1].[CH3:50][S:51]([N:54]1[CH2:55][CH2:56][N:57]([CH:60]2[CH2:65][CH2:64][NH:63][CH2:62][CH2:61]2)[CH2:58][CH2:59]1)(=[O:52])=[O:53].